From a dataset of Full USPTO retrosynthesis dataset with 1.9M reactions from patents (1976-2016). Predict the reactants needed to synthesize the given product. (1) Given the product [CH3:1][S:2]([C:3]1[C:11]2[C:6](=[CH:7][N:8]=[CH:9][CH:10]=2)[NH:5][N:4]=1)(=[O:12])=[O:18], predict the reactants needed to synthesize it. The reactants are: [CH3:1][S:2][C:3]1[C:11]2[C:6](=[CH:7][N:8]=[CH:9][CH:10]=2)[NH:5][N:4]=1.[OH:12]OS([O-])=O.[K+].[OH2:18]. (2) Given the product [S:22]1[C:23]2[CH:29]=[CH:28][CH:27]=[CH:26][C:24]=2[N:25]=[C:21]1[NH:2][C@H:3]1[CH2:6][C@H:5]([N:7]2[C:11]3=[N:12][CH:13]=[C:14]([F:16])[CH:15]=[C:10]3[C:9]([F:18])([F:17])[C:8]2=[O:19])[CH2:4]1, predict the reactants needed to synthesize it. The reactants are: Cl.[NH2:2][C@H:3]1[CH2:6][C@H:5]([N:7]2[C:11]3=[N:12][CH:13]=[C:14]([F:16])[CH:15]=[C:10]3[C:9]([F:18])([F:17])[C:8]2=[O:19])[CH2:4]1.Cl[C:21]1[S:22][C:23]2[CH:29]=[CH:28][CH:27]=[CH:26][C:24]=2[N:25]=1.C(N(CC)C(C)C)(C)C. (3) The reactants are: [NH2:1][C:2]1[CH:3]=[C:4]([CH:20]=[CH:21][C:22]=1[O:23][CH:24]1[CH2:26][CH2:25]1)[C:5]([NH:7][C:8]1[CH:13]=[CH:12][C:11]([C:14]2[CH:19]=[CH:18][CH:17]=[CH:16][CH:15]=2)=[CH:10][CH:9]=1)=[O:6].[N:27]1([C:33]2([C:36](O)=[O:37])[CH2:35][CH2:34]2)[CH2:32][CH2:31][O:30][CH2:29][CH2:28]1.C1CN([P+](ON2N=NC3C=CC=CC2=3)(N2CCCC2)N2CCCC2)CC1.F[P-](F)(F)(F)(F)F.C(N(C(C)C)C(C)C)C. Given the product [C:11]1([C:14]2[CH:19]=[CH:18][CH:17]=[CH:16][CH:15]=2)[CH:10]=[CH:9][C:8]([NH:7][C:5](=[O:6])[C:4]2[CH:20]=[CH:21][C:22]([O:23][CH:24]3[CH2:25][CH2:26]3)=[C:2]([NH:1][C:36]([C:33]3([N:27]4[CH2:32][CH2:31][O:30][CH2:29][CH2:28]4)[CH2:35][CH2:34]3)=[O:37])[CH:3]=2)=[CH:13][CH:12]=1, predict the reactants needed to synthesize it. (4) Given the product [Cl:23][C:24]1[CH:25]=[C:26]([N:30]2[N:34]=[C:33]([CH:35]([O:37][C:12]3[N:8]([CH3:7])[C:9]([C:17]4[CH:22]=[CH:21][N:39]=[CH:38][CH:18]=4)=[N:10][N:11]=3)[CH3:36])[CH:32]=[N:31]2)[CH:27]=[CH:28][CH:29]=1, predict the reactants needed to synthesize it. The reactants are: C([O-])([O-])=O.[Cs+].[Cs+].[CH3:7][N:8]1[C:12](S(C)(=O)=O)=[N:11][N:10]=[C:9]1[C:17]1[CH:18]=NC=[CH:21][CH:22]=1.[Cl:23][C:24]1[CH:25]=[C:26]([N:30]2[N:34]=[C:33]([CH:35]([OH:37])[CH3:36])[CH:32]=[N:31]2)[CH:27]=[CH:28][CH:29]=1.[CH3:38][N:39](C=O)C. (5) Given the product [CH2:1]([C:8]1[N:12]=[C:11]([CH2:13][CH2:14][C:15]2[N:26]=[C:25]3[N:17]([C:18](=[O:31])[N:19]([CH2:27][CH2:28][CH2:29][CH3:30])[C:20]4[N:21]=[C:22]([Br:32])[NH:23][C:24]=43)[N:16]=2)[O:10][N:9]=1)[C:2]1[CH:7]=[CH:6][CH:5]=[CH:4][CH:3]=1, predict the reactants needed to synthesize it. The reactants are: [CH2:1]([C:8]1[N:12]=[C:11]([CH2:13][CH2:14][C:15]2[N:26]=[C:25]3[N:17]([C:18](=[O:31])[N:19]([CH2:27][CH2:28][CH2:29][CH3:30])[C:20]4[N:21]=[CH:22][NH:23][C:24]=43)[N:16]=2)[O:10][N:9]=1)[C:2]1[CH:7]=[CH:6][CH:5]=[CH:4][CH:3]=1.[Br:32]N1C(=O)CCC1=O. (6) Given the product [CH3:1][N:2]([CH2:13][CH2:14][CH2:15][N:16]([CH3:34])[CH2:17][C:18](=[O:33])[NH:19][C:20]1[CH:21]=[CH:22][C:23]([O:26][C:27]2[CH:28]=[CH:29][CH:30]=[CH:31][CH:32]=2)=[CH:24][CH:25]=1)[CH:3]([CH2:9][CH2:10][CH2:11][CH3:12])[C:4]([OH:6])=[O:5], predict the reactants needed to synthesize it. The reactants are: [CH3:1][N:2]([CH2:13][CH2:14][CH2:15][N:16]([CH3:34])[CH2:17][C:18](=[O:33])[NH:19][C:20]1[CH:25]=[CH:24][C:23]([O:26][C:27]2[CH:32]=[CH:31][CH:30]=[CH:29][CH:28]=2)=[CH:22][CH:21]=1)[CH:3]([CH2:9][CH2:10][CH2:11][CH3:12])[C:4]([O:6]CC)=[O:5].[OH-].[Na+].